Dataset: NCI-60 drug combinations with 297,098 pairs across 59 cell lines. Task: Regression. Given two drug SMILES strings and cell line genomic features, predict the synergy score measuring deviation from expected non-interaction effect. (1) Drug 1: COC1=CC(=CC(=C1O)OC)C2C3C(COC3=O)C(C4=CC5=C(C=C24)OCO5)OC6C(C(C7C(O6)COC(O7)C8=CC=CS8)O)O. Drug 2: CC1C(C(=O)NC(C(=O)N2CCCC2C(=O)N(CC(=O)N(C(C(=O)O1)C(C)C)C)C)C(C)C)NC(=O)C3=C4C(=C(C=C3)C)OC5=C(C(=O)C(=C(C5=N4)C(=O)NC6C(OC(=O)C(N(C(=O)CN(C(=O)C7CCCN7C(=O)C(NC6=O)C(C)C)C)C)C(C)C)C)N)C. Cell line: K-562. Synergy scores: CSS=47.8, Synergy_ZIP=3.34, Synergy_Bliss=2.97, Synergy_Loewe=4.70, Synergy_HSA=5.11. (2) Drug 1: CC1=C2C(C(=O)C3(C(CC4C(C3C(C(C2(C)C)(CC1OC(=O)C(C(C5=CC=CC=C5)NC(=O)C6=CC=CC=C6)O)O)OC(=O)C7=CC=CC=C7)(CO4)OC(=O)C)O)C)OC(=O)C. Drug 2: C1CN(CCN1C(=O)CCBr)C(=O)CCBr. Cell line: RPMI-8226. Synergy scores: CSS=65.2, Synergy_ZIP=-2.74, Synergy_Bliss=-4.44, Synergy_Loewe=-13.2, Synergy_HSA=-3.41. (3) Synergy scores: CSS=20.8, Synergy_ZIP=-3.82, Synergy_Bliss=1.38, Synergy_Loewe=-3.69, Synergy_HSA=3.52. Cell line: SNB-75. Drug 1: COC1=CC(=CC(=C1O)OC)C2C3C(COC3=O)C(C4=CC5=C(C=C24)OCO5)OC6C(C(C7C(O6)COC(O7)C8=CC=CS8)O)O. Drug 2: C1CC(C1)(C(=O)O)C(=O)O.[NH2-].[NH2-].[Pt+2]. (4) Drug 1: CN(CCCl)CCCl.Cl. Drug 2: CC1C(C(CC(O1)OC2CC(CC3=C2C(=C4C(=C3O)C(=O)C5=CC=CC=C5C4=O)O)(C(=O)C)O)N)O. Cell line: MCF7. Synergy scores: CSS=40.8, Synergy_ZIP=-5.59, Synergy_Bliss=-6.69, Synergy_Loewe=-0.430, Synergy_HSA=0.479. (5) Drug 1: CC1=C(C=C(C=C1)NC2=NC=CC(=N2)N(C)C3=CC4=NN(C(=C4C=C3)C)C)S(=O)(=O)N.Cl. Drug 2: C1CCC(C1)C(CC#N)N2C=C(C=N2)C3=C4C=CNC4=NC=N3. Cell line: HOP-92. Synergy scores: CSS=13.4, Synergy_ZIP=-2.33, Synergy_Bliss=3.89, Synergy_Loewe=4.26, Synergy_HSA=4.11. (6) Synergy scores: CSS=9.25, Synergy_ZIP=-1.71, Synergy_Bliss=0.463, Synergy_Loewe=0.0157, Synergy_HSA=-1.52. Drug 1: CN(C(=O)NC(C=O)C(C(C(CO)O)O)O)N=O. Drug 2: CC(C)CN1C=NC2=C1C3=CC=CC=C3N=C2N. Cell line: LOX IMVI. (7) Drug 1: CNC(=O)C1=CC=CC=C1SC2=CC3=C(C=C2)C(=NN3)C=CC4=CC=CC=N4. Drug 2: C1CC(=O)NC(=O)C1N2C(=O)C3=CC=CC=C3C2=O. Cell line: MALME-3M. Synergy scores: CSS=7.98, Synergy_ZIP=-0.0554, Synergy_Bliss=4.57, Synergy_Loewe=3.58, Synergy_HSA=3.57. (8) Drug 1: CC1=CC=C(C=C1)C2=CC(=NN2C3=CC=C(C=C3)S(=O)(=O)N)C(F)(F)F. Drug 2: B(C(CC(C)C)NC(=O)C(CC1=CC=CC=C1)NC(=O)C2=NC=CN=C2)(O)O. Cell line: HCT-15. Synergy scores: CSS=47.7, Synergy_ZIP=1.03, Synergy_Bliss=-4.35, Synergy_Loewe=-27.4, Synergy_HSA=-6.49.